This data is from Forward reaction prediction with 1.9M reactions from USPTO patents (1976-2016). The task is: Predict the product of the given reaction. Given the reactants [C:1]([C:5]1[C:29]([C:30]2[CH:35]=[CH:34][C:33]([CH3:36])=[CH:32][CH:31]=2)=[C:8]2[N:9]=[C:10]([CH3:28])[C:11]([CH:20]([CH2:25][CH2:26][CH3:27])[C:21]([O:23]C)=[O:22])=[C:12]([C:13]3[CH:18]=[CH:17][C:16]([CH3:19])=[CH:15][CH:14]=3)[N:7]2[N:6]=1)([CH3:4])([CH3:3])[CH3:2].[OH-].[Na+], predict the reaction product. The product is: [C:1]([C:5]1[C:29]([C:30]2[CH:35]=[CH:34][C:33]([CH3:36])=[CH:32][CH:31]=2)=[C:8]2[N:9]=[C:10]([CH3:28])[C:11]([CH:20]([CH2:25][CH2:26][CH3:27])[C:21]([OH:23])=[O:22])=[C:12]([C:13]3[CH:14]=[CH:15][C:16]([CH3:19])=[CH:17][CH:18]=3)[N:7]2[N:6]=1)([CH3:2])([CH3:3])[CH3:4].